This data is from Full USPTO retrosynthesis dataset with 1.9M reactions from patents (1976-2016). The task is: Predict the reactants needed to synthesize the given product. (1) Given the product [Br:1][C:2]1[C:10]2[N:9]=[C:8]([CH3:11])[N:7]([CH2:19][C:20]3[C:29]4[C:24](=[CH:25][CH:26]=[CH:27][CH:28]=4)[CH:23]=[CH:22][CH:21]=3)[C:6]=2[CH:5]=[C:4]([N:12]2[CH2:17][CH2:16][O:15][CH2:14][CH2:13]2)[CH:3]=1, predict the reactants needed to synthesize it. The reactants are: [Br:1][C:2]1[C:10]2[N:9]=[C:8]([CH3:11])[NH:7][C:6]=2[CH:5]=[C:4]([N:12]2[CH2:17][CH2:16][O:15][CH2:14][CH2:13]2)[CH:3]=1.Br[CH2:19][C:20]1[C:29]2[C:24](=[CH:25][CH:26]=[CH:27][CH:28]=2)[CH:23]=[CH:22][CH:21]=1.C(=O)([O-])[O-].[K+].[K+].O. (2) Given the product [Si:9]([O:16][C@H:17]1[CH2:22][CH2:21][C@H:20]2[C@@:23]3([CH:49]=[CH2:50])[C@H:32]([C@@H:33]([CH2:35][CH2:36][CH2:37][CH2:38][CH2:39][CH2:40][C:41]([C:42]([F:45])([F:44])[F:43])([O:46][Si:5]([CH3:6])([CH3:7])[CH3:8])[C:42]([F:44])([F:43])[F:45])[CH2:34][C@:18]12[CH3:19])[C:31]1[CH:30]=[CH:29][C:28]([O:47][CH3:48])=[CH:27][C:26]=1[CH2:25][CH2:24]3)([C:12]([CH3:15])([CH3:14])[CH3:13])([CH3:10])[CH3:11], predict the reactants needed to synthesize it. The reactants are: FC([Si:5]([CH3:8])([CH3:7])[CH3:6])(F)F.[Si:9]([O:16][C@H:17]1[CH2:22][CH2:21][C@H:20]2[C@@:23]3([CH:49]=[CH2:50])[C@H:32]([C@@H:33]([CH2:35][CH2:36][CH2:37][CH2:38][CH2:39][CH2:40][C:41](=[O:46])[C:42]([F:45])([F:44])[F:43])[CH2:34][C@:18]12[CH3:19])[C:31]1[CH:30]=[CH:29][C:28]([O:47][CH3:48])=[CH:27][C:26]=1[CH2:25][CH2:24]3)([C:12]([CH3:15])([CH3:14])[CH3:13])([CH3:11])[CH3:10].